This data is from Forward reaction prediction with 1.9M reactions from USPTO patents (1976-2016). The task is: Predict the product of the given reaction. (1) The product is: [NH:1]1[C:5]2[CH:6]=[CH:7][CH:8]=[CH:9][C:4]=2[N:3]=[C:2]1[C:10]1[C:22]2[C:21]3[C:16](=[CH:17][CH:18]=[CH:19][CH:20]=3)[CH:15]([NH2:23])[C:14]=2[CH:13]=[CH:12][CH:11]=1. Given the reactants [NH:1]1[C:5]2[CH:6]=[CH:7][CH:8]=[CH:9][C:4]=2[N:3]=[C:2]1[C:10]1[C:22]2[C:21]3[C:16](=[CH:17][CH:18]=[CH:19][CH:20]=3)[C:15](=[N:23]O)[C:14]=2[CH:13]=[CH:12][CH:11]=1, predict the reaction product. (2) Given the reactants CO[CH2:3][N:4]([CH2:10][C:11]1[CH:16]=[CH:15][CH:14]=[CH:13][CH:12]=1)[CH2:5][Si](C)(C)C.[F:17][C:18]1[CH:19]=[C:20](/[CH:25]=[CH:26]/[C:27]([OH:29])=[O:28])[CH:21]=[CH:22][C:23]=1[F:24].FC(F)(F)C(O)=O, predict the reaction product. The product is: [CH2:10]([N:4]1[CH2:3][CH:25]([C:20]2[CH:21]=[CH:22][C:23]([F:24])=[C:18]([F:17])[CH:19]=2)[CH:26]([C:27]([OH:29])=[O:28])[CH2:5]1)[C:11]1[CH:12]=[CH:13][CH:14]=[CH:15][CH:16]=1. (3) Given the reactants [NH2:1][C:2]1[CH:10]=[C:9]2[C:5]([CH2:6][O:7][C:8]2=[C:11]2[C:19]3[C:14](=[CH:15][CH:16]=[CH:17][CH:18]=3)[NH:13][C:12]2=[O:20])=[CH:4][CH:3]=1.[CH:21](=O)[CH3:22].C(O[BH-](OC(=O)C)OC(=O)C)(=O)C.[Na+], predict the reaction product. The product is: [CH2:21]([NH:1][C:2]1[CH:10]=[C:9]2[C:5]([CH2:6][O:7][C:8]2=[C:11]2[C:19]3[C:14](=[CH:15][CH:16]=[CH:17][CH:18]=3)[NH:13][C:12]2=[O:20])=[CH:4][CH:3]=1)[CH3:22]. (4) The product is: [CH2:2]([N:4]1[CH2:8][CH2:7][N:6]([CH2:9][CH3:10])[C:5]1=[Cu:12][Cl:1])[CH3:3]. Given the reactants [Cl-:1].[CH2:2]([N+:4]1[CH2:8][CH2:7][N:6]([CH2:9][CH3:10])[CH:5]=1)[CH3:3].Cl[Cu:12].CC(C)([O-])C.[Na+], predict the reaction product. (5) Given the reactants [CH2:1]1[C:7]2[C:8]3[CH:14]=[CH:13][C:12]([N:15]4[CH:20]=[CH:19][C:18]([C:21]5[CH:26]=[CH:25][C:24]([C:27]([F:30])([F:29])[F:28])=[CH:23][CH:22]=5)=[CH:17][C:16]4=[O:31])=[CH:11][C:9]=3[O:10][C:6]=2[CH2:5][CH2:4][CH2:3][NH:2]1.[ClH:32].CCOCC, predict the reaction product. The product is: [ClH:32].[CH2:1]1[C:7]2[C:8]3[CH:14]=[CH:13][C:12]([N:15]4[CH:20]=[CH:19][C:18]([C:21]5[CH:26]=[CH:25][C:24]([C:27]([F:30])([F:28])[F:29])=[CH:23][CH:22]=5)=[CH:17][C:16]4=[O:31])=[CH:11][C:9]=3[O:10][C:6]=2[CH2:5][CH2:4][CH2:3][NH:2]1. (6) Given the reactants [Br-].[OH:2][CH2:3][CH2:4][N+:5]1[CH:10]=[CH:9][CH:8]=[CH:7][CH:6]=1.CO.[BH4-].[Na+].Cl, predict the reaction product. The product is: [OH:2][CH2:3][CH2:4][N:5]1[CH2:10][CH2:9][CH:8]=[CH:7][CH2:6]1.